This data is from Full USPTO retrosynthesis dataset with 1.9M reactions from patents (1976-2016). The task is: Predict the reactants needed to synthesize the given product. Given the product [CH3:29][C@@:14]([S:25]([CH3:28])(=[O:26])=[O:27])([CH2:13][CH2:12][C:9]1[CH:8]=[C:7]([C:6]#[C:5][CH2:4][CH2:3][CH:2]=[O:1])[O:11][N:10]=1)[C:15]([O:17][CH2:18][C:19]1[CH:20]=[CH:21][CH:22]=[CH:23][CH:24]=1)=[O:16], predict the reactants needed to synthesize it. The reactants are: [OH:1][CH2:2][CH2:3][CH2:4][C:5]#[C:6][C:7]1[O:11][N:10]=[C:9]([CH2:12][CH2:13][C@@:14]([CH3:29])([S:25]([CH3:28])(=[O:27])=[O:26])[C:15]([O:17][CH2:18][C:19]2[CH:24]=[CH:23][CH:22]=[CH:21][CH:20]=2)=[O:16])[CH:8]=1.CCN(C(C)C)C(C)C.